From a dataset of Reaction yield outcomes from USPTO patents with 853,638 reactions. Predict the reaction yield, written as a fraction of the theoretical maximum amount of product (1.0 means a 100% yield; for example, 0.34 means a 34% yield). (1) The reactants are [Cl:1][C:2]1[C:3]([CH3:26])=[C:4]([C:23](=[O:25])[CH3:24])[C:5]([OH:22])=[C:6]([O:10][CH2:11][CH2:12][CH:13]([C:15]2[CH:20]=[CH:19][C:18]([F:21])=[CH:17][CH:16]=2)[CH3:14])[C:7]=1[O:8][CH3:9].CS(O[CH2:32][CH2:33][C:34]1[CH:39]=[CH:38][CH:37]=[CH:36][N:35]=1)(=O)=O. No catalyst specified. The product is [Cl:1][C:2]1[C:3]([CH3:26])=[C:4]([C:23](=[O:25])[CH3:24])[C:5]([O:22][CH2:32][CH2:33][C:34]2[CH:39]=[CH:38][CH:37]=[CH:36][N:35]=2)=[C:6]([O:10][CH2:11][CH2:12][CH:13]([C:15]2[CH:20]=[CH:19][C:18]([F:21])=[CH:17][CH:16]=2)[CH3:14])[C:7]=1[O:8][CH3:9]. The yield is 0.890. (2) The reactants are Cl([O-])=O.[Na+].[OH2:5].P([O-])(O)(O)=O.[Na+].[Cl:12][C:13]1[N:14]=[C:15]([CH2:20][CH2:21][CH2:22][CH3:23])[NH:16][C:17]=1[CH:18]=[O:19].CC(=CC)C. The catalyst is O.C1COCC1.C(O)(C)(C)C. The product is [CH2:20]([C:15]1[NH:16][C:17]([C:18]([OH:5])=[O:19])=[C:13]([Cl:12])[N:14]=1)[CH2:21][CH2:22][CH3:23]. The yield is 0.950. (3) The reactants are N[C:2]1[CH:3]=[C:4]([CH:8]=[C:9]([N:11]2[CH2:15][CH2:14][CH2:13][C:12]2=[O:16])[CH:10]=1)[C:5]([OH:7])=[O:6].N([O-])=[O:18].[Na+]. The catalyst is O. The product is [OH:18][C:2]1[CH:3]=[C:4]([CH:8]=[C:9]([N:11]2[CH2:15][CH2:14][CH2:13][C:12]2=[O:16])[CH:10]=1)[C:5]([OH:7])=[O:6]. The yield is 0.840.